From a dataset of Peptide-MHC class II binding affinity with 134,281 pairs from IEDB. Regression. Given a peptide amino acid sequence and an MHC pseudo amino acid sequence, predict their binding affinity value. This is MHC class II binding data. The peptide sequence is TATSASAGWDTVLQS. The MHC is DRB3_0202 with pseudo-sequence DRB3_0202. The binding affinity (normalized) is 0.0363.